From a dataset of Peptide-MHC class I binding affinity with 185,985 pairs from IEDB/IMGT. Regression. Given a peptide amino acid sequence and an MHC pseudo amino acid sequence, predict their binding affinity value. This is MHC class I binding data. The peptide sequence is ILGFRKIPM. The binding affinity (normalized) is 0.00150. The MHC is Patr-A0701 with pseudo-sequence Patr-A0701.